This data is from Forward reaction prediction with 1.9M reactions from USPTO patents (1976-2016). The task is: Predict the product of the given reaction. (1) The product is: [F:36][C:34]1[CH:33]=[CH:32][C:31]([C:37]([F:39])([F:38])[F:40])=[C:30]([CH:35]=1)[C:29]([N:26]1[CH2:27][CH2:28][N:23]([C:21](=[O:22])[CH2:20][NH:19][CH2:16][C:14]2[CH:13]=[N:12][N:11]([C:5]3[CH:6]=[CH:7][CH:8]=[CH:9][CH:10]=3)[CH:15]=2)[CH2:24][CH2:25]1)=[O:41]. Given the reactants C([BH3-])#N.[Na+].[C:5]1([N:11]2[CH:15]=[C:14]([CH:16]=O)[CH:13]=[N:12]2)[CH:10]=[CH:9][CH:8]=[CH:7][CH:6]=1.Cl.[NH2:19][CH2:20][C:21]([N:23]1[CH2:28][CH2:27][N:26]([C:29](=[O:41])[C:30]2[CH:35]=[C:34]([F:36])[CH:33]=[CH:32][C:31]=2[C:37]([F:40])([F:39])[F:38])[CH2:25][CH2:24]1)=[O:22], predict the reaction product. (2) Given the reactants [BH4-].[Na+].[N:3]([C@@H:6]1[CH2:11][CH2:10][N:9]([C:12]([O:14][CH2:15][C:16]2[CH:21]=[CH:20][CH:19]=[CH:18][CH:17]=2)=[O:13])[CH2:8][C@H:7]1OS(C1C=CC(C)=CC=1)(=O)=O)=[N+]=[N-].N([C@H]1[C@H](OS(C2C=CC(C)=CC=2)(=O)=O)CCN(C(OCC2C=CC=CC=2)=O)C1)=[N+]=[N-].[P:63](Cl)(=[O:70])([O:67][CH2:68][CH3:69])[O:64][CH2:65][CH3:66], predict the reaction product. The product is: [CH2:65]([O:64][P:63]([N:3]1[CH:7]2[CH:6]1[CH2:11][CH2:10][N:9]([C:12]([O:14][CH2:15][C:16]1[CH:17]=[CH:18][CH:19]=[CH:20][CH:21]=1)=[O:13])[CH2:8]2)([O:67][CH2:68][CH3:69])=[O:70])[CH3:66]. (3) Given the reactants [Cl:1][C:2]1[CH:7]=[CH:6][C:5]([N:8]=[C:9]=[O:10])=[CH:4][CH:3]=1.[CH3:11][CH:12]([CH3:35])[CH:13]([NH:18][C:19]([C:21]1[S:22][CH:23]=[C:24]([C:26]2[CH:31]=[CH:30][C:29]([N+:32]([O-])=O)=[CH:28][CH:27]=2)[N:25]=1)=[O:20])[C:14]([O:16][CH3:17])=[O:15], predict the reaction product. The product is: [Cl:1][C:2]1[CH:7]=[CH:6][C:5]([NH:8][C:9](=[O:10])[NH:32][C:29]2[CH:30]=[CH:31][C:26]([C:24]3[N:25]=[C:21]([C:19]([NH:18][C@@H:13]([CH:12]([CH3:35])[CH3:11])[C:14]([O:16][CH3:17])=[O:15])=[O:20])[S:22][CH:23]=3)=[CH:27][CH:28]=2)=[CH:4][CH:3]=1. (4) Given the reactants [Cl:1][C:2]1[CH:3]=[C:4]([CH:24]=[CH:25][CH:26]=1)[O:5][C:6]1[CH:7]=[CH:8][C:9]([N+:21]([O-])=O)=[C:10]([CH2:12][NH:13][C:14](=[O:20])[O:15][C:16]([CH3:19])([CH3:18])[CH3:17])[CH:11]=1.[Cl-].[NH4+], predict the reaction product. The product is: [NH2:21][C:9]1[CH:8]=[CH:7][C:6]([O:5][C:4]2[CH:24]=[CH:25][CH:26]=[C:2]([Cl:1])[CH:3]=2)=[CH:11][C:10]=1[CH2:12][NH:13][C:14](=[O:20])[O:15][C:16]([CH3:18])([CH3:17])[CH3:19]. (5) Given the reactants [NH2:1][CH2:2][CH2:3][O:4][CH2:5][CH2:6][O:7][CH2:8][CH2:9][NH:10][S:11]([C:14]1[CH:19]=[CH:18][CH:17]=[C:16]([CH:20]2[C:29]3[C:24](=[C:25]([Cl:31])[CH:26]=[C:27]([Cl:30])[CH:28]=3)[CH2:23][N:22]([CH3:32])[CH2:21]2)[CH:15]=1)(=[O:13])=[O:12].[OH:33][CH:34]([CH:45]([OH:56])[C:46]([O:48]N1C(=O)CCC1=O)=O)[C:35]([O:37]N1C(=O)CCC1=O)=O.[CH2:57]([N:59]([CH2:62][CH3:63])[CH2:60][CH3:61])C, predict the reaction product. The product is: [Cl:30][C:27]1[CH:28]=[C:29]2[C:24](=[C:25]([Cl:31])[CH:26]=1)[CH2:23][N:22]([CH3:32])[CH2:21][CH:20]2[C:16]1[CH:15]=[C:14]([S:11]([NH:10][CH2:9][CH2:8][O:7][CH2:6][CH2:5][O:4][CH2:3][CH2:2][NH:1][C:35](=[O:37])[CH:34]([OH:33])[CH:45]([OH:56])[C:46]([NH:1][CH2:2][CH2:3][O:4][CH2:5][CH2:6][O:7][CH2:8][CH2:9][NH:10][S:11]([C:14]2[CH:19]=[CH:18][CH:17]=[C:16]([CH:61]3[C:29]4[C:63](=[C:25]([Cl:31])[CH:26]=[C:27]([Cl:30])[CH:28]=4)[CH2:62][N:59]([CH3:57])[CH2:60]3)[CH:15]=2)(=[O:13])=[O:12])=[O:48])(=[O:13])=[O:12])[CH:19]=[CH:18][CH:17]=1.